Dataset: Reaction yield outcomes from USPTO patents with 853,638 reactions. Task: Predict the reaction yield, written as a fraction of the theoretical maximum amount of product (1.0 means a 100% yield; for example, 0.34 means a 34% yield). (1) The reactants are [Cl:1][C:2]1[CH:3]=[C:4]([C:9]2([C:27]([F:30])([F:29])[F:28])[O:13][N:12]=[C:11]([C:14]3[CH:25]=[CH:24][C:17]([C:18]([N:21]([CH3:23])[CH3:22])=[N:19][OH:20])=[C:16]([CH3:26])[CH:15]=3)[CH2:10]2)[CH:5]=[C:6]([Cl:8])[CH:7]=1.[Li+].[OH-].S(OC)(O[CH3:37])(=O)=O. The catalyst is CN(C=O)C.O. The product is [Cl:1][C:2]1[CH:3]=[C:4]([C:9]2([C:27]([F:28])([F:30])[F:29])[O:13][N:12]=[C:11]([C:14]3[CH:25]=[CH:24][C:17]([C:18]([N:21]([CH3:22])[CH3:23])=[N:19][O:20][CH3:37])=[C:16]([CH3:26])[CH:15]=3)[CH2:10]2)[CH:5]=[C:6]([Cl:8])[CH:7]=1. The yield is 0.830. (2) The reactants are [Br:1][C:2]1[CH:8]=[CH:7][C:5]([NH2:6])=[CH:4][C:3]=1[O:9][CH3:10].C(N(C(C)C)CC)(C)C.Cl[C:21]([O:23][CH3:24])=[O:22]. The catalyst is ClCCl. The product is [CH3:24][O:23][C:21](=[O:22])[NH:6][C:5]1[CH:7]=[CH:8][C:2]([Br:1])=[C:3]([O:9][CH3:10])[CH:4]=1. The yield is 0.580. (3) The reactants are Br[C:2]1[CH:7]=[C:6]([F:8])[CH:5]=[CH:4][C:3]=1[O:9][CH3:10].[CH:11]1[C:23]2[NH:22][C:21]3[C:16](=[CH:17][CH:18]=[CH:19][CH:20]=3)[C:15]=2[CH:14]=[CH:13][CH:12]=1. The catalyst is O1CCOCC1.[Cu]I.NCC(N)C. The product is [F:8][C:6]1[CH:5]=[CH:4][C:3]([O:9][CH3:10])=[C:2]([N:22]2[C:23]3[CH:11]=[CH:12][CH:13]=[CH:14][C:15]=3[C:16]3[C:21]2=[CH:20][CH:19]=[CH:18][CH:17]=3)[CH:7]=1. The yield is 0.260. (4) The reactants are [OH:1][C:2]1[CH:10]=[CH:9][C:5]([C:6]([OH:8])=[O:7])=[CH:4][C:3]=1[N+:11]([O-:13])=[O:12].C(N(CC)CC)C.[C:21](OC(=O)C)(=[O:23])[CH3:22].Cl. The catalyst is CC(C)=O.ClCCl. The product is [C:21]([O:1][C:2]1[CH:10]=[CH:9][C:5]([C:6]([OH:8])=[O:7])=[CH:4][C:3]=1[N+:11]([O-:13])=[O:12])(=[O:23])[CH3:22]. The yield is 0.510. (5) The reactants are [O:1]1[CH2:6][CH2:5][N:4]([C:7]([C:9]2[N:10]=[C:11]([N:14]3[CH2:17][CH:16](OS(C)(=O)=O)[CH2:15]3)[S:12][CH:13]=2)=[O:8])[CH2:3][CH2:2]1.[C:23]([O-:26])(=[S:25])[CH3:24].[K+]. The catalyst is CN(C)C=O. The product is [C:23]([S:25][CH:16]1[CH2:15][N:14]([C:11]2[S:12][CH:13]=[C:9]([C:7]([N:4]3[CH2:3][CH2:2][O:1][CH2:6][CH2:5]3)=[O:8])[N:10]=2)[CH2:17]1)(=[O:26])[CH3:24]. The yield is 0.640.